Dataset: Forward reaction prediction with 1.9M reactions from USPTO patents (1976-2016). Task: Predict the product of the given reaction. (1) Given the reactants [N:1]12[CH2:8][CH2:7][C:4]([C:9]([C:18]3[CH:23]=[CH:22][CH:21]=[CH:20][CH:19]=3)([C:12]3[CH:17]=[CH:16][CH:15]=[CH:14][CH:13]=3)[C:10]#[N:11])([CH2:5][CH2:6]1)[CH2:3][CH2:2]2.[C:24]1([CH2:30][O:31][CH2:32][CH2:33][CH2:34][Br:35])[CH:29]=[CH:28][CH:27]=[CH:26][CH:25]=1, predict the reaction product. The product is: [Br-:35].[C:10]([C:9]([C:18]1[CH:19]=[CH:20][CH:21]=[CH:22][CH:23]=1)([C:12]1[CH:13]=[CH:14][CH:15]=[CH:16][CH:17]=1)[C:4]12[CH2:5][CH2:6][N+:1]([CH2:34][CH2:33][CH2:32][O:31][CH2:30][C:24]3[CH:29]=[CH:28][CH:27]=[CH:26][CH:25]=3)([CH2:2][CH2:3]1)[CH2:8][CH2:7]2)#[N:11]. (2) Given the reactants [CH3:1][S:2]([C:5]1[CH:6]=[C:7]([N:14]2[CH2:19][CH2:18][O:17][CH2:16][CH2:15]2)[CH:8]=[C:9]([N+:11]([O-])=O)[CH:10]=1)(=[O:4])=[O:3], predict the reaction product. The product is: [CH3:1][S:2]([C:5]1[CH:10]=[C:9]([CH:8]=[C:7]([N:14]2[CH2:19][CH2:18][O:17][CH2:16][CH2:15]2)[CH:6]=1)[NH2:11])(=[O:3])=[O:4]. (3) Given the reactants C[O:2][C:3]1[CH:20]=[C:19]([C:21]([OH:23])=O)[CH:18]=[C:17]2[C:4]=1[C@H:5]1[C@H:14]([CH2:15][S:16]2(=[O:25])=[O:24])[C@:13]2([CH3:26])[C@H:8]([C:9]([CH3:28])([CH3:27])[CH2:10][CH2:11][CH2:12]2)[CH2:7][CH2:6]1.CN(C(ON1N=N[C:39]2[CH:40]=[CH:41][CH:42]=[N:43][C:38]1=2)=[N+](C)C)C.F[P-](F)(F)(F)(F)F.[CH3:53]N1CCOCC1.N1([C:66]([O:68][CH3:69])=[O:67])CCCCC1, predict the reaction product. The product is: [OH:2][C:3]1[CH:20]=[C:19]([C:21]([N:43]2[CH2:38][CH2:39][CH:40]([C:66]([O:68][CH3:69])=[O:67])[CH2:41][CH2:42]2)=[O:23])[CH:18]=[C:17]2[C:4]=1[C@@:5]1([CH3:53])[C@H:14]([CH2:15][S:16]2(=[O:24])=[O:25])[C@:13]2([CH3:26])[C@H:8]([C:9]([CH3:27])([CH3:28])[CH2:10][CH2:11][CH2:12]2)[CH2:7][CH2:6]1. (4) Given the reactants O=[C:2]([NH:8][NH:9][C:10](=[O:25])[C:11]1[CH:16]=[CH:15][CH:14]=[C:13]([NH:17][S:18]([C:21]([F:24])([F:23])[F:22])(=[O:20])=[O:19])[CH:12]=1)[C:3]([O:5][CH2:6][CH3:7])=[O:4], predict the reaction product. The product is: [F:23][C:21]([F:24])([F:22])[S:18]([NH:17][C:13]1[CH:12]=[C:11]([C:10]2[O:25][C:2]([C:3]([O:5][CH2:6][CH3:7])=[O:4])=[N:8][N:9]=2)[CH:16]=[CH:15][CH:14]=1)(=[O:19])=[O:20].